Dataset: Peptide-MHC class II binding affinity with 134,281 pairs from IEDB. Task: Regression. Given a peptide amino acid sequence and an MHC pseudo amino acid sequence, predict their binding affinity value. This is MHC class II binding data. The peptide sequence is EKKYFAATQFEPLFA. The MHC is DRB1_0101 with pseudo-sequence DRB1_0101. The binding affinity (normalized) is 0.643.